This data is from Peptide-MHC class I binding affinity with 185,985 pairs from IEDB/IMGT. The task is: Regression. Given a peptide amino acid sequence and an MHC pseudo amino acid sequence, predict their binding affinity value. This is MHC class I binding data. (1) The peptide sequence is NSDPNTPDK. The MHC is HLA-A30:01 with pseudo-sequence HLA-A30:01. The binding affinity (normalized) is 0.444. (2) The peptide sequence is LDIQKCGEL. The MHC is HLA-B45:01 with pseudo-sequence HLA-B45:01. The binding affinity (normalized) is 0. (3) The peptide sequence is ECYVQRFFLR. The binding affinity (normalized) is 0.480. The MHC is HLA-A68:01 with pseudo-sequence HLA-A68:01. (4) The peptide sequence is NTPVSMTYLY. The MHC is HLA-A03:01 with pseudo-sequence HLA-A03:01. The binding affinity (normalized) is 0.00877. (5) The peptide sequence is KFKRKLMYV. The MHC is HLA-B40:01 with pseudo-sequence HLA-B40:01. The binding affinity (normalized) is 0.0847. (6) The peptide sequence is YLHRDIFDI. The MHC is HLA-B58:01 with pseudo-sequence HLA-B58:01. The binding affinity (normalized) is 0.0847. (7) The peptide sequence is WTDLFDNKV. The MHC is HLA-B46:01 with pseudo-sequence HLA-B46:01. The binding affinity (normalized) is 0.0847.